From a dataset of Reaction yield outcomes from USPTO patents with 853,638 reactions. Predict the reaction yield, written as a fraction of the theoretical maximum amount of product (1.0 means a 100% yield; for example, 0.34 means a 34% yield). The product is [Cl:21][C:22]1[CH:23]=[C:24]([CH:28]=[CH:29][CH:30]=1)[CH2:25][CH2:26][N:15]1[CH2:16][C:17](=[O:18])[N:13]([C:11]2[CH:10]=[N:9][N:8]([CH2:7][C:6]3[C:2]([CH3:1])=[N:3][O:4][C:5]=3[CH3:20])[CH:12]=2)[C:14]1=[O:19]. The reactants are [CH3:1][C:2]1[C:6]([CH2:7][N:8]2[CH:12]=[C:11]([N:13]3[C:17](=[O:18])[CH2:16][NH:15][C:14]3=[O:19])[CH:10]=[N:9]2)=[C:5]([CH3:20])[O:4][N:3]=1.[Cl:21][C:22]1[CH:23]=[C:24]([CH:28]=[CH:29][CH:30]=1)[CH2:25][CH2:26]Br. No catalyst specified. The yield is 0.270.